This data is from Experimental lipophilicity measurements (octanol/water distribution) for 4,200 compounds from AstraZeneca. The task is: Regression/Classification. Given a drug SMILES string, predict its absorption, distribution, metabolism, or excretion properties. Task type varies by dataset: regression for continuous measurements (e.g., permeability, clearance, half-life) or binary classification for categorical outcomes (e.g., BBB penetration, CYP inhibition). For this dataset (lipophilicity_astrazeneca), we predict Y. (1) The compound is CN(c1ccc(-c2cc(C(F)(F)F)ccc2OCC(=O)O)cc1)S(C)(=O)=O. The Y is -0.810 logD. (2) The molecule is FC(F)(F)c1cc(COCC(c2cccc(Cl)c2)N2CCNCC2)cc(C(F)(F)F)c1. The Y is 4.20 logD. (3) The molecule is CCN(CC)Cc1cc(Nc2ccnc3cc(Cl)ccc23)ccc1O. The Y is 2.90 logD. (4) The drug is CCOc1cc2nnc(C(N)=O)c(Nc3ccc(F)cc3F)c2cc1N1CCN(C)CC1. The Y is 2.63 logD. (5) The drug is Fc1cc2[nH]cnc2cc1Cl. The Y is 2.35 logD.